The task is: Predict the reactants needed to synthesize the given product.. This data is from Full USPTO retrosynthesis dataset with 1.9M reactions from patents (1976-2016). (1) Given the product [NH2:12][C:9]1[CH:10]=[CH:11][C:6]([O:5][CH2:4][C:3]2[CH:19]=[CH:20][CH:21]=[CH:22][C:2]=2[Cl:1])=[C:7]([C:15](=[O:18])[CH2:16][CH3:17])[CH:8]=1, predict the reactants needed to synthesize it. The reactants are: [Cl:1][C:2]1[CH:22]=[CH:21][CH:20]=[CH:19][C:3]=1[CH2:4][O:5][C:6]1[CH:11]=[CH:10][C:9]([N+:12]([O-])=O)=[CH:8][C:7]=1[C:15](=[O:18])[CH2:16][CH3:17].S(S([O-])=O)([O-])=O.[Na+].[Na+]. (2) Given the product [OH:29][CH2:28][CH2:27][CH2:26][CH2:25][N:9]([CH2:8][CH2:7][OH:6])[S:10]([C:13]1[CH:18]=[CH:17][C:16]([C:19]2[CH:24]=[CH:23][CH:22]=[CH:21][CH:20]=2)=[CH:15][CH:14]=1)(=[O:12])=[O:11], predict the reactants needed to synthesize it. The reactants are: C([Si](C1C=CC=CC=1)(C1C=CC=CC=1)[O:6][CH2:7][CH2:8][N:9]([CH2:25][CH2:26][CH2:27][CH2:28][OH:29])[S:10]([C:13]1[CH:18]=[CH:17][C:16]([C:19]2[CH:24]=[CH:23][CH:22]=[CH:21][CH:20]=2)=[CH:15][CH:14]=1)(=[O:12])=[O:11])(C)(C)C. (3) Given the product [F:9][C:5]1[C:6]([F:8])=[CH:7][C:2]2[NH:1][C:11]([C@@H:12]([NH:14][C:15](=[O:21])[O:16][C:17]([CH3:20])([CH3:19])[CH3:18])[CH3:13])=[N:10][C:3]=2[CH:4]=1, predict the reactants needed to synthesize it. The reactants are: [NH2:1][C:2]1[CH:7]=[C:6]([F:8])[C:5]([F:9])=[CH:4][C:3]=1[NH:10][C:11](=O)[C@@H:12]([NH:14][C:15](=[O:21])[O:16][C:17]([CH3:20])([CH3:19])[CH3:18])[CH3:13]. (4) The reactants are: C([O:3][C:4]([C:6]1[N:7]([CH2:21][C:22]([F:25])([F:24])[F:23])[N:8]=[C:9]([C:11]2[CH:16]=[CH:15][C:14]([C:17]([F:20])([F:19])[F:18])=[CH:13][CH:12]=2)[CH:10]=1)=O)C.[H-].[Al+3].[Li+].[H-].[H-].[H-]. Given the product [F:24][C:22]([F:23])([F:25])[CH2:21][N:7]1[C:6]([CH2:4][OH:3])=[CH:10][C:9]([C:11]2[CH:12]=[CH:13][C:14]([C:17]([F:18])([F:19])[F:20])=[CH:15][CH:16]=2)=[N:8]1, predict the reactants needed to synthesize it. (5) Given the product [F:1][CH:2]([F:26])[O:3][C:4]1[CH:5]=[C:6]2[C:10](=[CH:11][CH:12]=1)[N:9]([CH3:13])[N:8]=[C:7]2[C:14]1[N:15]=[C:16]2[C:22]([C:23]([NH:27][C@@H:28]3[CH2:33][CH2:32][C@H:31]([NH:34][C:35](=[O:41])[O:36][C:37]([CH3:39])([CH3:38])[CH3:40])[CH2:30][CH2:29]3)=[O:24])=[CH:21][NH:20][C:17]2=[N:18][CH:19]=1, predict the reactants needed to synthesize it. The reactants are: [F:1][CH:2]([F:26])[O:3][C:4]1[CH:5]=[C:6]2[C:10](=[CH:11][CH:12]=1)[N:9]([CH3:13])[N:8]=[C:7]2[C:14]1[N:15]=[C:16]2[C:22]([C:23](O)=[O:24])=[CH:21][NH:20][C:17]2=[N:18][CH:19]=1.[NH2:27][C@@H:28]1[CH2:33][CH2:32][C@H:31]([NH:34][C:35](=[O:41])[O:36][C:37]([CH3:40])([CH3:39])[CH3:38])[CH2:30][CH2:29]1.CN(C(ON1N=NC2C=CC=NC1=2)=[N+](C)C)C.F[P-](F)(F)(F)(F)F. (6) The reactants are: [C:1]([O:5][C:6](=[O:19])[NH:7][C@H:8]([C@H:16]1[CH2:18][O:17]1)[CH2:9][C:10]1[CH:15]=[CH:14][CH:13]=[CH:12][CH:11]=1)([CH3:4])([CH3:3])[CH3:2].[N-:20]=[N+:21]=[N-:22].[Na+].[Cl-].[NH4+]. Given the product [C:1]([O:5][C:6](=[O:19])[NH:7][C@@H:8]([CH2:9][C:10]1[CH:15]=[CH:14][CH:13]=[CH:12][CH:11]=1)[C@H:16]([OH:17])[CH2:18][N:20]=[N+:21]=[N-:22])([CH3:4])([CH3:3])[CH3:2], predict the reactants needed to synthesize it. (7) Given the product [CH2:11]([CH:10]1[O:30][CH:9]1[CH2:8][CH2:7][CH2:6][CH2:5][CH2:4][CH2:3][CH2:2][C:1]([O:20][CH3:21])=[O:19])[CH2:12][CH2:13][CH2:14][CH2:15][CH2:16][CH2:17][CH3:18], predict the reactants needed to synthesize it. The reactants are: [C:1]([O:20][CH3:21])(=[O:19])[CH2:2][CH2:3][CH2:4][CH2:5][CH2:6][CH2:7][CH2:8]/[CH:9]=[CH:10]\[CH2:11][CH2:12][CH2:13][CH2:14][CH2:15][CH2:16][CH2:17][CH3:18].ClC1C=CC=C(C(OO)=[O:30])C=1. (8) Given the product [CH2:10]([O:17][C:18]1[CH:19]=[C:20]2[C:25](=[CH:26][CH:27]=1)[N:24]=[C:23]([O:9][C:3]1[CH:8]=[CH:7][CH:6]=[CH:5][CH:4]=1)[CH:22]=[CH:21]2)[C:11]1[CH:16]=[CH:15][CH:14]=[CH:13][CH:12]=1, predict the reactants needed to synthesize it. The reactants are: [OH-].[Na+].[C:3]1([OH:9])[CH:8]=[CH:7][CH:6]=[CH:5][CH:4]=1.[CH2:10]([O:17][C:18]1[CH:19]=[C:20]2[C:25](=[CH:26][CH:27]=1)[N:24]=[C:23](Cl)[CH:22]=[CH:21]2)[C:11]1[CH:16]=[CH:15][CH:14]=[CH:13][CH:12]=1.C([N+](CCCC)(CCCC)CCCC)CCC. (9) Given the product [CH:1]1[C:9]2[C:8]3[CH2:10][CH2:11][CH2:12][CH2:13][C:7]=3[O:6][C:5]=2[CH:4]=[CH:3][C:2]=1[NH:14][C:15](=[O:19])[CH:16]([CH3:18])[CH3:17], predict the reactants needed to synthesize it. The reactants are: [CH2:1]1[C:9]2[C:8]3[CH:10]=[CH:11][CH:12]=[CH:13][C:7]=3[O:6][C:5]=2[CH2:4][CH2:3][CH:2]1[NH2:14].[C:15](Cl)(=[O:19])[CH:16]([CH3:18])[CH3:17].C(N(CC)CC)C. (10) Given the product [C:23]([C:25]1([C:28]([NH:20][C:19]2[CH:21]=[CH:22][C:16]([CH2:15][CH2:14][CH2:13][CH2:12][CH2:11][CH2:10][CH2:9][O:8][CH2:7][CH:1]3[CH2:6][CH2:5][CH2:4][CH2:3][CH2:2]3)=[CH:17][CH:18]=2)=[O:29])[CH2:27][CH2:26]1)#[N:24], predict the reactants needed to synthesize it. The reactants are: [CH:1]1([CH2:7][O:8][CH2:9][CH2:10][CH2:11][CH2:12][CH2:13][CH2:14][CH2:15][C:16]2[CH:22]=[CH:21][C:19]([NH2:20])=[CH:18][CH:17]=2)[CH2:6][CH2:5][CH2:4][CH2:3][CH2:2]1.[C:23]([C:25]1([C:28](O)=[O:29])[CH2:27][CH2:26]1)#[N:24].